This data is from Forward reaction prediction with 1.9M reactions from USPTO patents (1976-2016). The task is: Predict the product of the given reaction. (1) Given the reactants [C:1]([O:5][C:6]([NH:8][CH:9]1[CH2:13][CH2:12][NH:11][CH2:10]1)=[O:7])([CH3:4])([CH3:3])[CH3:2].C(N(CC)CC)C.[CH3:21][O:22][C:23]1[CH:28]=[CH:27][C:26]([N:29]2[C:38]3[C:33](=[CH:34][C:35]([F:40])=[C:36](F)[CH:37]=3)[C:32](=[O:41])[N:31]([O:42][CH2:43][C:44]3[CH:49]=[CH:48][CH:47]=[CH:46][CH:45]=3)[C:30]2=[O:50])=[CH:25][CH:24]=1, predict the reaction product. The product is: [CH3:21][O:22][C:23]1[CH:24]=[CH:25][C:26]([N:29]2[C:38]3[C:33](=[CH:34][C:35]([F:40])=[C:36]([N:11]4[CH2:12][CH2:13][CH:9]([NH:8][C:6]([O:5][C:1]([CH3:4])([CH3:2])[CH3:3])=[O:7])[CH2:10]4)[CH:37]=3)[C:32](=[O:41])[N:31]([O:42][CH2:43][C:44]3[CH:45]=[CH:46][CH:47]=[CH:48][CH:49]=3)[C:30]2=[O:50])=[CH:27][CH:28]=1. (2) Given the reactants CS(C)=O.[F:5][C:6]1[CH:14]=[CH:13][C:9]([C:10]([OH:12])=[O:11])=[CH:8][C:7]=1[SH:15].[CH2:16]([C:18]1([C:27]([O:29][CH3:30])=[O:28])[CH2:21][CH:20](OS(C)(=O)=O)[CH2:19]1)[CH3:17].C(=O)([O-])[O-].[Cs+].[Cs+], predict the reaction product. The product is: [CH2:16]([C:18]1([C:27]([O:29][CH3:30])=[O:28])[CH2:21][CH:20]([S:15][C:7]2[CH:8]=[C:9]([CH:13]=[CH:14][C:6]=2[F:5])[C:10]([OH:12])=[O:11])[CH2:19]1)[CH3:17]. (3) Given the reactants Br[CH2:2][C:3]([C:5]1[CH:10]=[CH:9][C:8]([Br:11])=[CH:7][C:6]=1[O:12][CH3:13])=[O:4].[C:14]1(=[O:24])[NH:18][C:17](=[O:19])[C:16]2=[CH:20][CH:21]=[CH:22][CH:23]=[C:15]12.[K], predict the reaction product. The product is: [Br:11][C:8]1[CH:9]=[CH:10][C:5]([C:3](=[O:4])[CH2:2][N:18]2[C:17](=[O:19])[C:16]3=[CH:20][CH:21]=[CH:22][CH:23]=[C:15]3[C:14]2=[O:24])=[C:6]([O:12][CH3:13])[CH:7]=1.